From a dataset of Peptide-MHC class II binding affinity with 134,281 pairs from IEDB. Regression. Given a peptide amino acid sequence and an MHC pseudo amino acid sequence, predict their binding affinity value. This is MHC class II binding data. (1) The peptide sequence is TNNPHMQDKTMVKKW. The MHC is DRB1_0901 with pseudo-sequence DRB1_0901. The binding affinity (normalized) is 0. (2) The peptide sequence is DVKFPGGGVIVGGVY. The MHC is HLA-DQA10501-DQB10301 with pseudo-sequence HLA-DQA10501-DQB10301. The binding affinity (normalized) is 0.764. (3) The peptide sequence is YDKFLANVSTVLTGY. The MHC is DRB1_0701 with pseudo-sequence DRB1_0701. The binding affinity (normalized) is 0.303. (4) The peptide sequence is QKFVDVILSDHGILC. The MHC is DRB1_0101 with pseudo-sequence DRB1_0101. The binding affinity (normalized) is 0.898. (5) The peptide sequence is GEQLYISVISPARSL. The MHC is DRB1_1501 with pseudo-sequence DRB1_1501. The binding affinity (normalized) is 0.530. (6) The MHC is DRB1_1101 with pseudo-sequence DRB1_1101. The peptide sequence is AFASGFRAINPTMRQ. The binding affinity (normalized) is 0.360. (7) The binding affinity (normalized) is 0.229. The peptide sequence is YTDVFSLDPTFTIETT. The MHC is DRB1_1201 with pseudo-sequence DRB1_1201. (8) The binding affinity (normalized) is 0.728. The peptide sequence is DIYISRRLLGTFTWT. The MHC is DRB1_0301 with pseudo-sequence DRB1_0301.